This data is from Merck oncology drug combination screen with 23,052 pairs across 39 cell lines. The task is: Regression. Given two drug SMILES strings and cell line genomic features, predict the synergy score measuring deviation from expected non-interaction effect. (1) Drug 1: COC1CC2CCC(C)C(O)(O2)C(=O)C(=O)N2CCCCC2C(=O)OC(C(C)CC2CCC(OP(C)(C)=O)C(OC)C2)CC(=O)C(C)C=C(C)C(O)C(OC)C(=O)C(C)CC(C)C=CC=CC=C1C. Drug 2: NC1CCCCC1N.O=C(O)C(=O)O.[Pt+2]. Cell line: KPL1. Synergy scores: synergy=12.1. (2) Drug 1: O=C(NOCC(O)CO)c1ccc(F)c(F)c1Nc1ccc(I)cc1F. Drug 2: NC1CCCCC1N.O=C(O)C(=O)O.[Pt+2]. Cell line: SKMES1. Synergy scores: synergy=-4.09. (3) Drug 1: O=c1[nH]cc(F)c(=O)[nH]1. Drug 2: C=CCn1c(=O)c2cnc(Nc3ccc(N4CCN(C)CC4)cc3)nc2n1-c1cccc(C(C)(C)O)n1. Cell line: OV90. Synergy scores: synergy=-3.19.